From a dataset of Experimentally validated miRNA-target interactions with 360,000+ pairs, plus equal number of negative samples. Binary Classification. Given a miRNA mature sequence and a target amino acid sequence, predict their likelihood of interaction. (1) The miRNA is hsa-miR-6774-5p with sequence ACUUGGGCAGGAGGGACCCUGUAUG. The protein sequence of the target gene is MEGNGPAAVHYQPASPPRDACVYSSCYCEENIWKLCEYIKNHDQYPLEECYAVFISNERKMIPIWKQQARPGDGPVIWDYHVVLLHVSSGGQNFIYDLDTVLPFPCLFDTYVEDAFKSDDDIHPQFRRKFRVIRADSYLKNFASDRSHMKDSSGNWREPPPPYPCIETGDSKMNLNDFISMDPKVGWGAVYTLSEFTHRFGSKNC. Result: 0 (no interaction). (2) The miRNA is mmu-miR-429-3p with sequence UAAUACUGUCUGGUAAUGCCGU. The protein sequence of the target gene is MGEGDAFWAPSVLPHSTLSTLSHHPQPQFGRRMESKVSEGGLNVTLTIRLLMHGKEVGSIIGKKGETVKKMREESGARINISEGNCPERIVTITGPTDAIFKAFAMIAYKFEEDIINSMSNSPATSKPPVTLRLVVPASQCGSLIGKGGSKIKEIRESTGAQVQVAGDMLPNSTERAVTISGTPDAIIQCVKQICVVMLESPPKGATIPYRPKPASTPVIFAGGQAYTIQGQYAIPHPDQLTKLHQLAMQQTPFPPLGQTNPAFPGEKLPLHSSEEAQNLMGQSSGLDASPPASTHELTI.... Result: 0 (no interaction).